Dataset: Catalyst prediction with 721,799 reactions and 888 catalyst types from USPTO. Task: Predict which catalyst facilitates the given reaction. (1) Reactant: [CH2:1]([O:8][C:9](=[O:26])[NH:10][C@@H:11]([CH3:25])[CH:12]([O:17][Si:18]([C:21]([CH3:24])([CH3:23])[CH3:22])([CH3:20])[CH3:19])[CH2:13][CH2:14][CH2:15]O)[C:2]1[CH:7]=[CH:6][CH:5]=[CH:4][CH:3]=1.C(N(CC)CC)C.CS(Cl)(=O)=O.O. Product: [Si:18]([O:17][CH:12]1[CH2:13][CH2:14][CH2:15][N:10]([C:9]([O:8][CH2:1][C:2]2[CH:7]=[CH:6][CH:5]=[CH:4][CH:3]=2)=[O:26])[C@H:11]1[CH3:25])([C:21]([CH3:23])([CH3:22])[CH3:24])([CH3:19])[CH3:20]. The catalyst class is: 7. (2) Reactant: [Cl:1][C:2]1[CH:7]=[CH:6][C:5]([C:8]2[N:12]([C:13]3[CH:18]=[CH:17][C:16]([Cl:19])=[CH:15][C:14]=3[Cl:20])[N:11]=[C:10]([C:21]([OH:23])=O)[C:9]=2[S:24][CH3:25])=[CH:4][CH:3]=1.C1C=NC2N(O)N=NC=2C=1.Cl.CN(C)CCCN=C=NCC.[NH2:48][N:49]1[CH2:54][CH2:53][CH2:52][CH2:51][CH2:50]1. Product: [Cl:1][C:2]1[CH:3]=[CH:4][C:5]([C:8]2[N:12]([C:13]3[CH:18]=[CH:17][C:16]([Cl:19])=[CH:15][C:14]=3[Cl:20])[N:11]=[C:10]([C:21]([NH:48][N:49]3[CH2:54][CH2:53][CH2:52][CH2:51][CH2:50]3)=[O:23])[C:9]=2[S:24][CH3:25])=[CH:6][CH:7]=1. The catalyst class is: 4. (3) Reactant: II.[Mg].[CH2:4](Br)[C:5]1[CH:10]=[CH:9][CH:8]=[CH:7][CH:6]=1.[O:12]=[C:13]1[CH2:17][CH2:16][N:15]([C:18]([O:20][C:21]([CH3:24])([CH3:23])[CH3:22])=[O:19])[CH2:14]1. Product: [C:21]([O:20][C:18]([N:15]1[CH2:16][CH2:17][C:13]([CH2:4][C:5]2[CH:10]=[CH:9][CH:8]=[CH:7][CH:6]=2)([OH:12])[CH2:14]1)=[O:19])([CH3:24])([CH3:22])[CH3:23]. The catalyst class is: 28. (4) Reactant: [CH3:1][C:2]1[C:11]([N+:12]([O-:14])=[O:13])=[CH:10][CH:9]=[CH:8][C:3]=1[C:4]([O:6][CH3:7])=[O:5].C1C(=O)N([Br:22])C(=O)C1. Product: [CH3:7][O:6][C:4](=[O:5])[C:3]1[CH:8]=[CH:9][CH:10]=[C:11]([N+:12]([O-:14])=[O:13])[C:2]=1[CH2:1][Br:22]. The catalyst class is: 340.